Dataset: Drug-target binding data from BindingDB using Ki measurements. Task: Regression. Given a target protein amino acid sequence and a drug SMILES string, predict the binding affinity score between them. We predict pKi (pKi = -log10(Ki in M); higher means stronger inhibition). Dataset: bindingdb_ki. (1) The compound is C=C(F)c1sc(CNCCCNc2cc(O)c3ccccc3n2)c(C)c1Br. The target protein (P43828) has sequence MTTQPRKILVTCALPYANGAIHLGHMLEHIQADIWVRFQRMRGNKIHFVCADDAHGTPIMLNADKLGITPEELIAKAKADHIRDFAGFNISFDNYHSTHSEENKQLTAEIYNKLKANGFIKSKVISQLFDPEKNMFLPDRFVKGTCPKCKAEDQYGDNCEVCASTYSPMDLINPRSAVSGTTPIVKESEHFFFDLPAFEGMLKEWTRSGSLQSEIANKMQEWFESDLQQWDISRDAPYFGFEIPGAKDKFFYVWLDAPIGYMASFKNLCNREGIDFNEFWAEGSDAELYHFIGKDIVYFHSLFWPAMLEGSGYRKPTNVFAHGYVTVDGAKMSKSRGTFIQASTYLNHIDPECLRYYYAAKLNDRIEDLDFNLEDFVQRVNTDIVNKLVNLASRNAGFIAKRFEGKLADKLEDKSLFAEFTAQAEQIAAYYESREYNKTIREIMALTDKANKYIDEKAPWVIAKEEGKEAELQAVCSMGIELFRVLMSYLKPVLPKLAER.... The pKi is 6.7. (2) The compound is C[N+]12CCC(CC1)[C@@H](OC(=O)C(O)(c1ccccc1)c1ccccc1)C2. The target protein sequence is MTLHSNSTTLPLFPNISTSWIHSPSEAGLPPGTVTHFGSYNISQAAGNFSSLNGTTSDPLGGHTIWQVVFIAFLTGFLALVTIIGNILVIVSFKVNKQLKHVNNYFLLSLADLIIGVISMNLFTTYIIMNRWALGNLACDLWLSIDYVASNASVMNLLVISFDRYFSITRPLTYRAKRTTKRAGVMIGLAWVISFVLWAPAILFWQYFVGKRTVPPGECFIQFLSEPTITFGTAIAAFYMPVTIMTILYWRIYKETEKRTKELAGLQASGTEAETENFVHPTGSSRSCSSYELQQQSLKHSSRRKYSRCHFWFATKSWKPNAGQMDQDHSSSDSWNNYDAAASLENSASDEEDIGSETRAIYSIVLKLPGHSTILNSTKLPSSDNLQVPEEDLEPMDMERNASKPQTQKSMDDGGSFQKSFSNLPIQLESTMDTAKTSDANSSVSKTMATLPLSFKEATLAKRFALRTRSQITKRKRMSLIKEKRAAQTLSAILLAFIIT.... The pKi is 9.1. (3) The pKi is 8.9. The small molecule is COc1ccc(C(CN(C)C)C2(O)CCCCC2)cc1. The target is MLLARMKPQVQPELGGADQ. (4) The pKi is 8.2. The target protein (Q05343) has sequence MDTKHFLPLDFSTQVNSSSLSSPTGRGSMAAPSLHPSLGPGLGSPLGSPGQLHSPISTLSSPINGMGPPFSVISSPMGPHSMSVPTTPTLGFETGSPQLNSPMNPVSSSEDIKPPLGLNGVLKVPAHPSGNMSSFTKHICAICGDRSSGKHYGVYSCEGCKGFFKRTVRKDLTYTCRDNKDCLIDKRQRNRCQYCRYQKCLAMGMKREAVQEERQRGKDRNENEVESTSSANEDMPVEKILEAELAVEPKTETYVEANMGLNPSSPNDPVTNICQAADKQLFTLVEWAKRIPHFSELPLDDQVILLRAGWNELLIASFSHRSIAVKDGILLATGLHVHRNSAHSAGVGAIFDRVLTELVSKMRDMQMDKTELGCLRAIVLFNPDSKGLSNPAEVEALREKVYASLEAYCKHKYPEQPGRFAKLLLRLPALRSIGLKCLEHLFFFKLIGDTPIDTFLMEMLEAPHQTT. The drug is CC(/C=C/c1ccoc1-c1cc(C(C)C)cc(C(C)C)c1OCCCF)=C\C(=O)O. (5) The small molecule is COC[C@]12Cc3ccc(O)cc3[C@](C)(CCc3nnnn31)C2. The target protein (P79350) has sequence MDSGAVPTNASNCTDPFTHPSSCSPAPSPSSWVNFSHLEGNLSDPCGPNRTELGGSDRLCPSAGSPSMITAIIIMALYSIVCVVGLFGNFLVMYVIVRYTKMKTATNIYIFNLALADALATSTLPFQSVNYLMGTWPFGTILCKIVISIDYYNMFTSIFTLCTMSVDRYIAVCHPVKALDLRTPRNAKIINICNWILSSAIGLPVMFMATTKYRQGSIDCTLTFSHPTWYWENLLKICVFIFAFIMPILIITVCYGLMILRLKSVRMLSGSKEKDRNLRRITRMVLVVVAVFIVCWTPIHIYVIIKALITIPETTFQTVSWHFCIALGYTNSCLNPVLYAFLDENFKRCFREFCIPTSSTIEQQNSTRIRQNTRDHPSTANTVDRTNHQLENLEAETTPLP. The pKi is 5.4. (6) The drug is C=CC[C@]1(COP(=O)(O)O)OC(n2cnc3c(N)ncnc32)[C@H](O)[C@@H]1O. The target protein (P39069) has sequence MEDKLKKAKIIFVVGGPGSGKGTQCEKIVQKYGYTHLSTGDLLRAEVSSGSSRGKMLSSIMEKGELVPLETVLDMLRDAMLAKVDSSNGFLIDGYPREVKQGEEFERKIAQPTLLLYVDAGPETMTQRLLKRGETSGRVDDNEETIKKRLETYYKATEPVISFYDKRGIVRKVNAEGSVDTVFSQVCTYLDSLK. The pKi is 3.2. (7) The compound is COc1cc2nc(N3CCN(C(=O)c4ccco4)CC3)nc(N)c2cc1OC. The pKi is 8.1. The target protein (O77715) has sequence AIAAVITFLILFTIFGNALVILAVLTSRSLRAPQNLFLVSLAAADILVATLIIPFSLANELLGYWYFRHTWCEVYLALDVLFCTSSIVHLCAISLDRYWSVSRALEYNSKRTPRRIKGIILTVWLIAAFISLPPLIYKGDKGKKPGGRPQCKLNEEAWYILSSSIGSFFAPCLIMILVYLRIYLIAKRRNRQGPHGKQAPGDGDTGPSALGGTSTISKLPPSILPAVGEANGHSKPPGEREGGEQMGDPTSPSTPPNQSSVGPEDGSQKQEEEEEEEEEEEEECGPPAPPTSSSLQGTPNFQPSQGSQVLATLRGQVLLARGPASLGLQPWRRRTQMNREKRFTFVLAVVIGVFVLCWFPFFFSYSLGAICPQHCKVPHGLF. (8) The small molecule is C#CCNC(N)=NCCCCN. The target protein (O64411) has sequence MSSSPSFGLLAVAALLLALSLAQHGSLAATVGPRVIVVGAGMSGISAAKRLSEAGITDLLILEATDHIGGRMHKTNFAGINVELGANWVEGVNGGKMNPIWPIVNSTLKLRNFRSDFDYLAQNVYKEDGGVYDEDYVQKRIELADSVEEMGEKLSATLHASGRDDMSILAMQRLNEHQPNGPATPVDMVVDYYKFDYEFAEPPRVTSLQNTVPLATFSDFGDDVYFVADQRGYEAVVYYLAGQYLKTDDKSGKIVDPRLQLNKVVREIKYSPGGVTVKTEDNSVYSADYVMVSASLGVLQSDLIQFKPKLPTWKVRAIYQFDMAVYTKIFLKFPRKFWPEGKGREFFLYASSRRGYYGVWQEFEKQYPDANVLLVTVTDEESRRIEQQSDEQTKAEIMQVLRKMFPGKDVPDATDILVPRWWSDRFYKGTFSNWPVGVNRYEYDQLRAPVGRVYFTGEHTSEHYNGYVHGAYLSGIDSAEILINCAQKKMCKYHVQGKYD.... The pKi is 6.6.